Dataset: Forward reaction prediction with 1.9M reactions from USPTO patents (1976-2016). Task: Predict the product of the given reaction. Given the reactants [C:1]12([C:11]([NH2:13])=[NH:12])[CH2:10][CH:5]3[CH2:6][CH:7]([CH2:9][CH:3]([CH2:4]3)[CH2:2]1)[CH2:8]2.[Br:14][C:15]1[CH:20]=[CH:19][C:18]([C:21](=O)[CH:22]=[CH:23]N(C)C)=[CH:17][CH:16]=1.CC[O-].[Na+], predict the reaction product. The product is: [C:1]12([C:11]3[N:13]=[C:21]([C:18]4[CH:19]=[CH:20][C:15]([Br:14])=[CH:16][CH:17]=4)[CH:22]=[CH:23][N:12]=3)[CH2:10][CH:5]3[CH2:6][CH:7]([CH2:9][CH:3]([CH2:4]3)[CH2:2]1)[CH2:8]2.